This data is from CYP2D6 inhibition data for predicting drug metabolism from PubChem BioAssay. The task is: Regression/Classification. Given a drug SMILES string, predict its absorption, distribution, metabolism, or excretion properties. Task type varies by dataset: regression for continuous measurements (e.g., permeability, clearance, half-life) or binary classification for categorical outcomes (e.g., BBB penetration, CYP inhibition). Dataset: cyp2d6_veith. (1) The molecule is Cc1cccc(CNc2ncncc2-c2ccccc2Cl)c1. The result is 1 (inhibitor). (2) The molecule is c1cnc(Nc2nc(-c3ccc4ccccc4c3)cs2)nc1. The result is 0 (non-inhibitor). (3) The result is 0 (non-inhibitor). The compound is COC(=O)c1[nH]c2ccc(Br)cc2c1NC(=O)Oc1ccccc1. (4) The drug is CCN(CC)CCOCCOC(=O)C1(c2ccccc2)CCCC1.O=C(O)CC(O)(CC(=O)O)C(=O)O. The result is 1 (inhibitor). (5) The compound is CC(=O)c1ccc(NC(=O)C2CC(c3ccc(F)cc3)=NO2)cc1. The result is 0 (non-inhibitor).